From a dataset of Peptide-MHC class II binding affinity with 134,281 pairs from IEDB. Regression. Given a peptide amino acid sequence and an MHC pseudo amino acid sequence, predict their binding affinity value. This is MHC class II binding data. (1) The peptide sequence is HQQGRCRTCVYNMMG. The MHC is DRB3_0202 with pseudo-sequence DRB3_0202. The binding affinity (normalized) is 0.646. (2) The peptide sequence is AKLMRDIPFRVGAVV. The MHC is DRB1_0401 with pseudo-sequence DRB1_0401. The binding affinity (normalized) is 0.0561. (3) The MHC is HLA-DPA10201-DPB10101 with pseudo-sequence HLA-DPA10201-DPB10101. The peptide sequence is CSIVGWPAIRERMRRT. The binding affinity (normalized) is 0.189.